Task: Predict the reactants needed to synthesize the given product.. Dataset: Full USPTO retrosynthesis dataset with 1.9M reactions from patents (1976-2016) (1) Given the product [N:113]1([S:110]([C:107]2[CH:108]=[CH:109][C:104]([C:103]3[CH:102]=[CH:101][N:100]=[C:99]4[NH:95][C:96]([CH2:118][N:119]5[N:123]=[CH:122][CH:121]=[N:120]5)=[CH:97][C:98]=34)=[CH:105][CH:106]=2)(=[O:111])=[O:112])[CH2:117][CH2:116][CH2:115][CH2:114]1, predict the reactants needed to synthesize it. The reactants are: [H-].[Na+].N1C=CN=N1.CS(OCC1N(S(C2C=CC=CC=2)(=O)=O)C2=NC=CC(C3C=CC(S(N4CCCC4)(=O)=O)=CC=3)=C2C=1)(=O)=O.[Cl-].[NH4+].C1(S(N2C3=NC=CC(C4C=CC(S(N5CCCC5)(=O)=O)=CC=4)=C3C=C2CN2C=CN=N2)(=O)=O)C=CC=CC=1.C1(S([N:95]2[C:99]3=[N:100][CH:101]=[CH:102][C:103]([C:104]4[CH:109]=[CH:108][C:107]([S:110]([N:113]5[CH2:117][CH2:116][CH2:115][CH2:114]5)(=[O:112])=[O:111])=[CH:106][CH:105]=4)=[C:98]3[CH:97]=[C:96]2[CH2:118][N:119]2[N:123]=[CH:122][CH:121]=[N:120]2)(=O)=O)C=CC=CC=1.[OH-].[Na+]. (2) Given the product [Cl:11][C:9]1[N:10]=[C:3]2[C:2]([NH:23][C:18]3[CH:19]=[CH:20][CH:21]=[CH:22][C:17]=3[CH2:16][S:13]([CH3:12])(=[O:15])=[O:14])=[CH:7][CH:6]=[CH:5][N:4]2[N:8]=1, predict the reactants needed to synthesize it. The reactants are: Br[C:2]1[C:3]2[N:4]([N:8]=[C:9]([Cl:11])[N:10]=2)[CH:5]=[CH:6][CH:7]=1.[CH3:12][S:13]([CH2:16][C:17]1[CH:22]=[CH:21][CH:20]=[CH:19][C:18]=1[NH2:23])(=[O:15])=[O:14]. (3) Given the product [CH2:8]([C:5]1[CH:6]=[CH:7][C:2]([CH2:23][C:22]2[C:18](=[O:17])[NH:19][N:20]([C:26]3[CH:27]=[CH:28][C:29]([F:32])=[CH:30][CH:31]=3)[C:21]=2[CH3:25])=[CH:3][CH:4]=1)[CH3:9], predict the reactants needed to synthesize it. The reactants are: Br[C:2]1[CH:7]=[CH:6][C:5]([CH2:8][CH3:9])=[CH:4][CH:3]=1.C([O:17][C:18]1[C:22]([CH:23]=O)=[C:21]([CH3:25])[N:20]([C:26]2[CH:31]=[CH:30][C:29]([F:32])=[CH:28][CH:27]=2)[N:19]=1)C1C=CC=CC=1.C(OC1C(C=O)=C(C)N(C2C=CC=CC=2)N=1)C1C=CC=CC=1. (4) Given the product [ClH:34].[OH:33][CH2:32][C@H:28]1[CH2:27][NH:26][CH2:31][CH2:30][N:29]1[C:16]([C:14]1[S:15][C:11]([C:3]2[C:2]([CH3:1])=[C:6]([C:7]([F:8])([F:9])[F:10])[O:5][N:4]=2)=[CH:12][CH:13]=1)=[O:18], predict the reactants needed to synthesize it. The reactants are: [CH3:1][C:2]1[C:3]([C:11]2[S:15][C:14]([C:16]([OH:18])=O)=[CH:13][CH:12]=2)=[N:4][O:5][C:6]=1[C:7]([F:10])([F:9])[F:8].C([N:26]1[CH2:31][CH2:30][NH:29][C@@H:28]([CH2:32][OH:33])[CH2:27]1)(OC(C)(C)C)=O.[ClH:34]. (5) Given the product [Cl:1][C:2]1[CH:7]=[C:6]([N:8]([CH2:22][CH3:23])[CH:9]2[CH2:14][CH2:13][NH:12][CH2:11][CH2:10]2)[C:5]([CH3:24])=[C:4]([CH:3]=1)[C:25]([NH:26][CH2:27][C:28]1[C:29](=[O:36])[NH:30][C:31]([CH3:35])=[CH:32][C:33]=1[CH3:34])=[O:37], predict the reactants needed to synthesize it. The reactants are: [Cl:1][C:2]1[CH:3]=[C:4]([C:25](=[O:37])[NH:26][CH2:27][C:28]2[C:29](=[O:36])[NH:30][C:31]([CH3:35])=[CH:32][C:33]=2[CH3:34])[C:5]([CH3:24])=[C:6]([N:8]([CH2:22][CH3:23])[CH:9]2[CH2:14][CH2:13][N:12](C(OC(C)(C)C)=O)[CH2:11][CH2:10]2)[CH:7]=1.Cl.O.C(Cl)Cl. (6) Given the product [CH3:14][O:12][C:11]([C:6]1[C:5]2[C:9](=[CH:10][C:2]([Br:1])=[CH:3][CH:4]=2)[NH:8][N:7]=1)=[O:13], predict the reactants needed to synthesize it. The reactants are: [Br:1][C:2]1[CH:10]=[C:9]2[C:5]([C:6]([C:11]([OH:13])=[O:12])=[N:7][NH:8]2)=[CH:4][CH:3]=1.[CH3:14]O.S(=O)(=O)(O)O.